From a dataset of Forward reaction prediction with 1.9M reactions from USPTO patents (1976-2016). Predict the product of the given reaction. Given the reactants Br[C:2]1[CH:3]=[C:4]2[C:9](=[CH:10][CH:11]=1)[CH:8]=[C:7]([CH2:12][CH2:13][N:14]1[CH2:18][CH2:17][CH2:16][CH:15]1[CH3:19])[CH:6]=[CH:5]2.[N:20]1[NH:21][C:22](=[O:26])[CH:23]=[CH:24][CH:25]=1, predict the reaction product. The product is: [CH3:19][CH:15]1[CH2:16][CH2:17][CH2:18][N:14]1[CH2:13][CH2:12][C:7]1[CH:8]=[C:9]2[C:4](=[CH:5][CH:6]=1)[CH:3]=[C:2]([N:21]1[C:22](=[O:26])[CH:23]=[CH:24][CH:25]=[N:20]1)[CH:11]=[CH:10]2.